From a dataset of Forward reaction prediction with 1.9M reactions from USPTO patents (1976-2016). Predict the product of the given reaction. (1) The product is: [F:35][C:3]([F:2])([F:34])[C:4]1[CH:5]=[C:6]([C@H:14]([O:16][C@H:17]2[CH2:22][CH2:21][N:20]([C:23](=[O:27])[CH2:24][CH2:25][NH:26][C:39](=[O:40])[N:38]([CH3:42])[CH3:37])[CH2:19][C@H:18]2[C:28]2[CH:29]=[CH:30][CH:31]=[CH:32][CH:33]=2)[CH3:15])[CH:7]=[C:8]([C:10]([F:11])([F:12])[F:13])[CH:9]=1. Given the reactants Cl.[F:2][C:3]([F:35])([F:34])[C:4]1[CH:5]=[C:6]([C@H:14]([O:16][C@H:17]2[CH2:22][CH2:21][N:20]([C:23](=[O:27])[CH2:24][CH2:25][NH2:26])[CH2:19][C@H:18]2[C:28]2[CH:33]=[CH:32][CH:31]=[CH:30][CH:29]=2)[CH3:15])[CH:7]=[C:8]([C:10]([F:13])([F:12])[F:11])[CH:9]=1.[Cl-].[CH3:37][N:38]([CH3:42])[C:39](=O)[O-:40], predict the reaction product. (2) Given the reactants [Br:1][C:2]1[CH:3]=[N:4][C:5]2[N:6]([N:8]=[C:9]([C:11]([OH:13])=O)[CH:10]=2)[CH:7]=1.[CH3:14][N:15]1[C:24]2[C:19](=[CH:20][CH:21]=[CH:22][C:23]=2[C:25]([F:28])([F:27])[F:26])[CH2:18][CH2:17][NH:16]1, predict the reaction product. The product is: [Br:1][C:2]1[CH:3]=[N:4][C:5]2[N:6]([N:8]=[C:9]([C:11]([N:16]3[CH2:17][CH2:18][C:19]4[C:24](=[C:23]([C:25]([F:26])([F:27])[F:28])[CH:22]=[CH:21][CH:20]=4)[N:15]3[CH3:14])=[O:13])[CH:10]=2)[CH:7]=1.